The task is: Predict the reaction yield, written as a fraction of the theoretical maximum amount of product (1.0 means a 100% yield; for example, 0.34 means a 34% yield).. This data is from Reaction yield outcomes from USPTO patents with 853,638 reactions. (1) The yield is 0.270. The catalyst is C(Cl)Cl. The product is [C:1]([C:3]1[CH:12]=[CH:11][CH:10]=[C:9]2[C:4]=1[CH:5]=[C:6]([C:14]1[CH:30]=[CH:29][C:17]([C:18]([N:20]([CH2:21][CH2:22][OH:23])[CH2:25][CH2:26][OH:27])=[O:19])=[CH:16][CH:15]=1)[NH:7][C:8]2=[O:13])#[N:2]. The reactants are [C:1]([C:3]1[CH:12]=[CH:11][CH:10]=[C:9]2[C:4]=1[CH:5]=[C:6]([C:14]1[CH:30]=[CH:29][C:17]([C:18]([N:20]([CH2:25][CH2:26][O:27]C)[CH2:21][CH2:22][O:23]C)=[O:19])=[CH:16][CH:15]=1)[NH:7][C:8]2=[O:13])#[N:2].B(Br)(Br)Br. (2) The reactants are [OH:1][C:2]1[CH:14]=[CH:13][C:12]2[C:11]3[C:6](=[CH:7][CH:8]=[CH:9][CH:10]=3)[C:5](=[O:15])[C:4]=2[CH:3]=1.[N:16]12[CH2:23][CH2:22][CH:19]([CH2:20][CH2:21]1)[C@@H:18](O)[CH2:17]2.C1(P(C2C=CC=CC=2)C2C=CC=CC=2)C=CC=CC=1.CCOC(/N=N/C(OCC)=O)=O. The catalyst is C1COCC1. The product is [N:16]12[CH2:23][CH2:22][CH:19]([CH2:20][CH2:21]1)[C@H:18]([O:1][C:2]1[CH:14]=[CH:13][C:12]3[C:11]4[C:6](=[CH:7][CH:8]=[CH:9][CH:10]=4)[C:5](=[O:15])[C:4]=3[CH:3]=1)[CH2:17]2. The yield is 0.340.